From a dataset of Full USPTO retrosynthesis dataset with 1.9M reactions from patents (1976-2016). Predict the reactants needed to synthesize the given product. (1) The reactants are: C1(P(C2CCCCC2)C2C=CC=CC=2C2C=CC=CC=2)CCCCC1.[CH3:26][O:27][C:28]1[CH:29]=[C:30]([NH2:40])[CH:31]=[CH:32][C:33]=1[N:34]1[CH:38]=[C:37]([CH3:39])[N:36]=[CH:35]1.[CH2:41]([C:48]1[CH:53]=[C:52](Cl)[N:51]=[C:50]([Cl:55])[N:49]=1)[C:42]1[CH:47]=[CH:46][CH:45]=[CH:44][CH:43]=1.C(=O)([O-])[O-].[K+].[K+]. Given the product [CH2:41]([C:48]1[N:49]=[C:50]([Cl:55])[N:51]=[C:52]([NH:40][C:30]2[CH:31]=[CH:32][C:33]([N:34]3[CH:38]=[C:37]([CH3:39])[N:36]=[CH:35]3)=[C:28]([O:27][CH3:26])[CH:29]=2)[CH:53]=1)[C:42]1[CH:43]=[CH:44][CH:45]=[CH:46][CH:47]=1, predict the reactants needed to synthesize it. (2) Given the product [CH2:1]([O:8][C:9]1[CH:10]=[CH:11][C:12]([C@@H:20]([OH:40])[CH2:21][NH:22][CH2:23][CH2:24][CH2:25][CH2:26][CH2:27][CH2:28][O:29][CH2:30][C:31]([F:39])([F:38])[C:32]2[CH:37]=[CH:36][CH:35]=[CH:34][CH:33]=2)=[C:13]2[C:18]=1[NH:17][C:16](=[O:19])[CH:15]=[CH:14]2)[C:2]1[CH:3]=[CH:4][CH:5]=[CH:6][CH:7]=1, predict the reactants needed to synthesize it. The reactants are: [CH2:1]([O:8][C:9]1[CH:10]=[CH:11][C:12]([C@@H:20]([O:40][Si](C(C)(C)C)(C)C)[CH2:21][NH:22][CH2:23][CH2:24][CH2:25][CH2:26][CH2:27][CH2:28][O:29][CH2:30][C:31]([F:39])([F:38])[C:32]2[CH:37]=[CH:36][CH:35]=[CH:34][CH:33]=2)=[C:13]2[C:18]=1[NH:17][C:16](=[O:19])[CH:15]=[CH:14]2)[C:2]1[CH:7]=[CH:6][CH:5]=[CH:4][CH:3]=1.[F-].C([N+](CCCC)(CCCC)CCCC)CCC. (3) Given the product [SH:16][C:15]1[C:14]([C:12]#[N:13])=[CH:4][CH:5]=[C:6]([C:7]([F:8])([F:9])[F:10])[N:17]=1, predict the reactants needed to synthesize it. The reactants are: C(O[CH:4]=[CH:5][C:6](=O)[C:7]([F:10])([F:9])[F:8])C.[C:12]([CH2:14][C:15]([NH2:17])=[S:16])#[N:13].CN1CCOCC1. (4) Given the product [F:29][C:26]1[CH:25]=[CH:24][C:23]([CH2:22][NH:21][C:20]([C:8]2[C:9](=[O:19])[C:10]([O:11][CH2:12][C:13]3[CH:14]=[CH:15][CH:16]=[CH:17][CH:18]=3)=[C:5]3[C:3](=[O:4])[N:34]4[C@@H:35]([CH3:38])[CH2:36][O:33][C@@H:32]4[CH2:31][N:6]3[CH:7]=2)=[O:30])=[CH:28][CH:27]=1, predict the reactants needed to synthesize it. The reactants are: CO[C:3]([C:5]1[N:6]([CH2:31][CH:32]=[O:33])[CH:7]=[C:8]([C:20](=[O:30])[NH:21][CH2:22][C:23]2[CH:28]=[CH:27][C:26]([F:29])=[CH:25][CH:24]=2)[C:9](=[O:19])[C:10]=1[O:11][CH2:12][C:13]1[CH:18]=[CH:17][CH:16]=[CH:15][CH:14]=1)=[O:4].[NH2:34][C@@H:35]([CH3:38])[CH2:36]O.C(O)(=O)C. (5) Given the product [CH3:1][N:2]1[C:11]2[C:6](=[CH:7][CH:8]=[CH:9][N:10]=2)[CH:5]=[C:4]([C:12]([Cl:19])=[O:13])[C:3]1=[O:15], predict the reactants needed to synthesize it. The reactants are: [CH3:1][N:2]1[C:11]2[C:6](=[CH:7][CH:8]=[CH:9][N:10]=2)[CH:5]=[C:4]([C:12](O)=[O:13])[C:3]1=[O:15].C(Cl)(=O)C([Cl:19])=O.CN(C)C=O. (6) The reactants are: P(Br)(Br)[Br:2].O[CH:6]([C:8]1[O:9][C:10](=[O:30])[C:11]2[C:16]([C:17]=1[C:18]1[S:19][C:20]([CH2:23][N:24]3[CH2:29][CH2:28][O:27][CH2:26][CH2:25]3)=[CH:21][CH:22]=1)=[CH:15][CH:14]=[CH:13][CH:12]=2)[CH3:7]. Given the product [BrH:2].[Br:2][CH:6]([C:8]1[O:9][C:10](=[O:30])[C:11]2[C:16]([C:17]=1[C:18]1[S:19][C:20]([CH2:23][N:24]3[CH2:29][CH2:28][O:27][CH2:26][CH2:25]3)=[CH:21][CH:22]=1)=[CH:15][CH:14]=[CH:13][CH:12]=2)[CH3:7], predict the reactants needed to synthesize it.